Task: Regression. Given two drug SMILES strings and cell line genomic features, predict the synergy score measuring deviation from expected non-interaction effect.. Dataset: NCI-60 drug combinations with 297,098 pairs across 59 cell lines (1) Drug 1: C1=CC(=C2C(=C1NCCNCCO)C(=O)C3=C(C=CC(=C3C2=O)O)O)NCCNCCO. Drug 2: CN(CC1=CN=C2C(=N1)C(=NC(=N2)N)N)C3=CC=C(C=C3)C(=O)NC(CCC(=O)O)C(=O)O. Cell line: MCF7. Synergy scores: CSS=41.8, Synergy_ZIP=-1.12, Synergy_Bliss=-0.338, Synergy_Loewe=2.15, Synergy_HSA=5.49. (2) Drug 1: C1C(C(OC1N2C=C(C(=O)NC2=O)F)CO)O. Drug 2: CN(CCCl)CCCl.Cl. Cell line: HS 578T. Synergy scores: CSS=16.9, Synergy_ZIP=-8.50, Synergy_Bliss=-1.45, Synergy_Loewe=-30.1, Synergy_HSA=-1.24. (3) Drug 1: C1=CC(=CC=C1CC(C(=O)O)N)N(CCCl)CCCl.Cl. Drug 2: CC1=C(C(CCC1)(C)C)C=CC(=CC=CC(=CC(=O)O)C)C. Cell line: RXF 393. Synergy scores: CSS=11.2, Synergy_ZIP=-3.59, Synergy_Bliss=3.63, Synergy_Loewe=3.67, Synergy_HSA=3.71. (4) Drug 1: CC(C)CN1C=NC2=C1C3=CC=CC=C3N=C2N. Synergy scores: CSS=-1.08, Synergy_ZIP=0.111, Synergy_Bliss=-2.18, Synergy_Loewe=-2.09, Synergy_HSA=-3.15. Cell line: OVCAR-8. Drug 2: C1C(C(OC1N2C=NC3=C2NC=NCC3O)CO)O. (5) Drug 1: CC(C)(C#N)C1=CC(=CC(=C1)CN2C=NC=N2)C(C)(C)C#N. Drug 2: CCC1(C2=C(COC1=O)C(=O)N3CC4=CC5=C(C=CC(=C5CN(C)C)O)N=C4C3=C2)O.Cl. Cell line: SW-620. Synergy scores: CSS=27.6, Synergy_ZIP=-0.479, Synergy_Bliss=-0.935, Synergy_Loewe=-11.9, Synergy_HSA=0.757. (6) Drug 1: CC1=CC2C(CCC3(C2CCC3(C(=O)C)OC(=O)C)C)C4(C1=CC(=O)CC4)C. Drug 2: CC1CCC2CC(C(=CC=CC=CC(CC(C(=O)C(C(C(=CC(C(=O)CC(OC(=O)C3CCCCN3C(=O)C(=O)C1(O2)O)C(C)CC4CCC(C(C4)OC)OCCO)C)C)O)OC)C)C)C)OC. Cell line: DU-145. Synergy scores: CSS=13.7, Synergy_ZIP=1.35, Synergy_Bliss=0.123, Synergy_Loewe=-20.9, Synergy_HSA=-4.06. (7) Synergy scores: CSS=-2.22, Synergy_ZIP=3.29, Synergy_Bliss=6.62, Synergy_Loewe=-5.59, Synergy_HSA=-0.443. Drug 1: C1CCC(C1)C(CC#N)N2C=C(C=N2)C3=C4C=CNC4=NC=N3. Drug 2: C1C(C(OC1N2C=NC(=NC2=O)N)CO)O. Cell line: MDA-MB-435.